Dataset: Forward reaction prediction with 1.9M reactions from USPTO patents (1976-2016). Task: Predict the product of the given reaction. (1) The product is: [CH:10]([C:8]1[CH:9]=[C:4]([CH:1]([CH3:2])[CH3:3])[C:5]([S:13]([C:16]2[CH:17]=[CH:18][CH:19]=[CH:20][CH:21]=2)(=[O:15])=[O:14])=[CH:6][C:7]=1[S:23]([Cl:22])(=[O:25])=[O:24])([CH3:12])[CH3:11]. Given the reactants [CH:1]([C:4]1[CH:9]=[C:8]([CH:10]([CH3:12])[CH3:11])[CH:7]=[CH:6][C:5]=1[S:13]([C:16]1[CH:21]=[CH:20][CH:19]=[CH:18][CH:17]=1)(=[O:15])=[O:14])([CH3:3])[CH3:2].[Cl:22][S:23](O)(=[O:25])=[O:24].Cl, predict the reaction product. (2) Given the reactants [Br:1][C:2]1[CH:11]=[CH:10][C:5]([C:6]([NH:8][NH2:9])=O)=[C:4]([F:12])[CH:3]=1.[CH3:13]OC(OC)N(C)C.[NH2:21][CH2:22][C@@H:23]1[CH2:27][CH2:26][N:25]([C:28]([O:30][C:31]([CH3:34])([CH3:33])[CH3:32])=[O:29])[CH2:24]1, predict the reaction product. The product is: [Br:1][C:2]1[CH:11]=[CH:10][C:5]([C:6]2[N:21]([CH2:22][C@@H:23]3[CH2:27][CH2:26][N:25]([C:28]([O:30][C:31]([CH3:34])([CH3:33])[CH3:32])=[O:29])[CH2:24]3)[CH:13]=[N:9][N:8]=2)=[C:4]([F:12])[CH:3]=1. (3) Given the reactants O[C@H](C)[C@H](NC([C:11]1[CH:16]=[CH:15][C:14]([C:17]([C:19]2[CH:24]=[CH:23][CH:22]=[CH:21][CH:20]=2)=O)=[CH:13][CH:12]=1)=O)C(OC)=O.CCN=C=NCCCN(C)C.[CH:37]1[CH:38]=[CH:39][C:40]2N(O)N=N[C:41]=2[CH:42]=1.COC(=O)[CH:50]([NH:60][C:61](=[O:79])[C:62]1[CH:67]=[CH:66][C:65]([C:68]#[C:69]C#CC2C=CC(N)=CC=2)=[CH:64][CH:63]=1)[CH2:51][NH:52]C(OC(C)(C)C)=O.CCN(C(C)C)C(C)C, predict the reaction product. The product is: [C:17]([CH:51]([NH2:52])[CH2:50][NH:60][C:61](=[O:79])[C:62]1[CH:67]=[CH:66][C:65]([C:68]#[CH:69])=[CH:64][CH:63]=1)([C:14]1[CH:13]=[CH:12][CH:11]=[CH:16][CH:15]=1)([C:19]1[CH:20]=[CH:21][CH:22]=[CH:23][CH:24]=1)[C:42]1[CH:41]=[CH:40][CH:39]=[CH:38][CH:37]=1. (4) Given the reactants Cl.[CH3:2][NH:3][CH2:4][CH2:5][NH:6][S:7]([C:10]1[CH:15]=[C:14]([S:16]([C:19]2[CH:24]=[CH:23][CH:22]=[CH:21][CH:20]=2)(=[O:18])=[O:17])[CH:13]=[CH:12][C:11]=1[C:25]([F:28])([F:27])[F:26])(=[O:9])=[O:8].[N:29]1([C:34](Cl)=[O:35])[CH2:33][CH2:32][CH2:31][CH2:30]1.C(N(C(C)C)CC)(C)C, predict the reaction product. The product is: [CH3:2][N:3]([CH2:4][CH2:5][NH:6][S:7]([C:10]1[CH:15]=[C:14]([S:16]([C:19]2[CH:24]=[CH:23][CH:22]=[CH:21][CH:20]=2)(=[O:18])=[O:17])[CH:13]=[CH:12][C:11]=1[C:25]([F:28])([F:26])[F:27])(=[O:9])=[O:8])[C:34]([N:29]1[CH2:33][CH2:32][CH2:31][CH2:30]1)=[O:35]. (5) Given the reactants [C:1]([O:9]CC)(=O)[CH2:2][C:3]([O:5][CH2:6][CH3:7])=[O:4].[H-].[Na+].[H][H].F[C:17]1[CH:36]=[CH:35][C:20]([CH2:21][N:22]2[C:27]3[CH:28]=[CH:29][C:30]([CH3:32])=[CH:31][C:26]=3[C:25](=O)[O:24]C2=O)=[CH:19][CH:18]=1.Cl, predict the reaction product. The product is: [CH2:6]([O:5][C:3]([C:2]1[C:1](=[O:9])[N:22]([CH2:21][C:20]2[CH:19]=[CH:18][CH:17]=[CH:36][CH:35]=2)[C:27]2[C:26]([C:25]=1[OH:24])=[CH:31][C:30]([CH3:32])=[CH:29][CH:28]=2)=[O:4])[CH3:7].